This data is from Full USPTO retrosynthesis dataset with 1.9M reactions from patents (1976-2016). The task is: Predict the reactants needed to synthesize the given product. (1) Given the product [CH3:1][C:2]1[C:25]([CH3:26])=[CH:24][CH:23]=[CH:22][C:3]=1[O:4][C@H:5]1[CH2:10][CH2:9][N:8]([C:11]([O:13][CH2:14][C:15]2[CH:20]=[CH:19][CH:18]=[CH:17][CH:16]=2)=[O:12])[CH2:7][C@H:6]1[OH:21], predict the reactants needed to synthesize it. The reactants are: [CH3:1][C:2]1[C:25]([CH3:26])=[CH:24][CH:23]=[CH:22][C:3]=1[O:4][CH:5]1[CH2:10][CH2:9][N:8]([C:11]([O:13][CH2:14][C:15]2[CH:20]=[CH:19][CH:18]=[CH:17][CH:16]=2)=[O:12])[CH2:7][C:6]1=[O:21].CCC(C)[BH-](C(C)CC)C(C)CC.[K+]. (2) Given the product [CH3:39][C:5]([O:7][C:8]1[CH:13]=[CH:12][C:11]([O:14][CH2:15][CH2:16][C:17]2[N:18]([CH2:33][C:34]([F:36])([F:37])[F:35])[N:19]=[C:20]([C:22]3[CH:27]=[CH:26][C:25]([O:28][C:29]([F:31])([F:32])[F:30])=[CH:24][CH:23]=3)[CH:21]=2)=[CH:10][C:9]=1[CH3:38])([CH3:6])[C:4]([OH:40])=[O:3], predict the reactants needed to synthesize it. The reactants are: C([O:3][C:4](=[O:40])[C:5]([CH3:39])([O:7][C:8]1[CH:13]=[CH:12][C:11]([O:14][CH2:15][CH2:16][C:17]2[N:18]([CH2:33][C:34]([F:37])([F:36])[F:35])[N:19]=[C:20]([C:22]3[CH:27]=[CH:26][C:25]([O:28][C:29]([F:32])([F:31])[F:30])=[CH:24][CH:23]=3)[CH:21]=2)=[CH:10][C:9]=1[CH3:38])[CH3:6])C.[Li+].[OH-]. (3) Given the product [C:13]1([CH:10]([C:4]2[CH:5]=[CH:6][CH:7]=[CH:8][CH:9]=2)[CH:11]([OH:12])[CH2:6][CH2:5][CH:4]=[CH2:9])[CH:14]=[CH:15][CH:16]=[CH:17][CH:18]=1, predict the reactants needed to synthesize it. The reactants are: II.[Br-].[C:4]1([CH:10]([C:13]2[CH:18]=[CH:17][CH:16]=[CH:15][CH:14]=2)[CH:11]=[O:12])[CH:9]=[CH:8][CH:7]=[CH:6][CH:5]=1.C([O-])(O)=O.[Na+]. (4) Given the product [F:9][C:3]1[C:2]([F:1])=[CH:7][CH:6]=[C:5]([CH3:8])[C:4]=1[CH:20]=[O:21], predict the reactants needed to synthesize it. The reactants are: [F:1][C:2]1[CH:7]=[CH:6][C:5]([CH3:8])=[CH:4][C:3]=1[F:9].C(NC(C)C)(C)C.[Li].CN(C)[CH:20]=[O:21].C(O)(=O)C. (5) The reactants are: [I:1][C:2]1[CH:10]=[C:9]([Cl:11])[CH:8]=[CH:7][C:3]=1[C:4]([OH:6])=O.CN(C(O[N:27]1N=[N:27][C:22]2[CH:23]=[CH:24][CH:24]=[CH:23][C:22]1=2)=[N+](C)C)C.F[P-](F)(F)(F)(F)F.C1(N)CC1.CCN(C(C)C)C(C)C.CCCC(C)C. Given the product [Cl:11][C:9]1[CH:8]=[CH:7][C:3]([C:4]([NH:27][CH:22]2[CH2:24][CH2:23]2)=[O:6])=[C:2]([I:1])[CH:10]=1, predict the reactants needed to synthesize it.